From a dataset of Catalyst prediction with 721,799 reactions and 888 catalyst types from USPTO. Predict which catalyst facilitates the given reaction. (1) Reactant: O.O.[Sn](Cl)Cl.[CH3:6][O:7][C:8]1[CH:13]=[CH:12][CH:11]=[CH:10][C:9]=1[NH:14][C:15]1[CH:16]=[CH:17][C:18]2[C:24](=[O:25])[C:23]3[CH:26]=[CH:27][C:28]([N+:30]([O-])=O)=[CH:29][C:22]=3[CH2:21][O:20][C:19]=2[CH:33]=1. Product: [NH2:30][C:28]1[CH:27]=[CH:26][C:23]2[C:24](=[O:25])[C:18]3[CH:17]=[CH:16][C:15]([NH:14][C:9]4[CH:10]=[CH:11][CH:12]=[CH:13][C:8]=4[O:7][CH3:6])=[CH:33][C:19]=3[O:20][CH2:21][C:22]=2[CH:29]=1. The catalyst class is: 8. (2) Reactant: C([O:3][C:4](=[O:37])[C:5]1[CH:10]=[CH:9][CH:8]=[C:7]([N:11]2[C:15]([CH3:16])=[CH:14][CH:13]=[C:12]2[C:17]2[CH:22]=[C:21]([C:23]([F:26])([F:25])[F:24])[CH:20]=[CH:19][C:18]=2[O:27][CH2:28][C:29]2[CH:34]=[CH:33][C:32]([F:35])=[CH:31][C:30]=2[F:36])[CH:6]=1)C.[OH-].[Na+].CCO. Product: [F:26][C:23]([F:24])([F:25])[C:21]1[CH:20]=[CH:19][C:18]([O:27][CH2:28][C:29]2[CH:34]=[CH:33][C:32]([F:35])=[CH:31][C:30]=2[F:36])=[C:17]([C:12]2[N:11]([C:7]3[CH:6]=[C:5]([CH:10]=[CH:9][CH:8]=3)[C:4]([OH:37])=[O:3])[C:15]([CH3:16])=[CH:14][CH:13]=2)[CH:22]=1. The catalyst class is: 25. (3) Reactant: C[O:2][C:3]1[CH:12]=[C:11]2[C:6]([CH2:7][CH2:8][CH2:9][C:10]32[CH2:17][CH2:16][CH2:15][N:14]2[CH:18]=[N:19][CH:20]=[C:13]32)=[CH:5][CH:4]=1.B(Br)(Br)Br.C(=O)(O)[O-].[Na+]. Product: [C:10]12([CH2:17][CH2:16][CH2:15][N:14]3[CH:18]=[N:19][CH:20]=[C:13]13)[C:11]1[C:6](=[CH:5][CH:4]=[C:3]([OH:2])[CH:12]=1)[CH2:7][CH2:8][CH2:9]2. The catalyst class is: 4. (4) Reactant: [O:1]=[C:2]1[NH:7][C:6](=[S:8])[N:5]([CH2:9][C:10]2[CH:17]=[CH:16][CH:15]=[CH:14][C:11]=2[CH:12]=O)[C:4]2[CH:18]=[CH:19][NH:20][C:3]1=2.CCN(C(C)C)C(C)C.[CH:30]1([CH2:34][NH2:35])[CH2:33][CH2:32][CH2:31]1.[BH4-].[Na+]. Product: [CH:30]1([CH2:34][NH:35][CH2:12][C:11]2[CH:14]=[CH:15][CH:16]=[CH:17][C:10]=2[CH2:9][N:5]2[C:4]3[CH:18]=[CH:19][NH:20][C:3]=3[C:2](=[O:1])[NH:7][C:6]2=[S:8])[CH2:33][CH2:32][CH2:31]1. The catalyst class is: 37. (5) The catalyst class is: 9. Reactant: [C:1]([C:3]1[N:4]=[CH:5][N:6]2[C:15]=1[C@@H:14]([CH2:16][CH3:17])[N:13]([CH:18]([CH3:20])[CH3:19])[C:12]1[N:11]=[C:10]([NH:21][C:22]3[C:30]([O:31][CH3:32])=[CH:29][C:25]([C:26]([OH:28])=O)=[C:24]([F:33])[CH:23]=3)[N:9]=[CH:8][C:7]2=1)#[N:2].Cl.[CH3:35][N:36]1[CH2:41][CH2:40][N:39]([CH2:42][C:43]2[CH:49]=[CH:48][C:46]([NH2:47])=[CH:45][CH:44]=2)[CH2:38][CH2:37]1.C(N(C(C)C)CC)(C)C.CN(C(ON1N=NC2C=CC=NC1=2)=[N+](C)C)C.F[P-](F)(F)(F)(F)F. Product: [C:1]([C:3]1[N:4]=[CH:5][N:6]2[C:15]=1[C@@H:14]([CH2:16][CH3:17])[N:13]([CH:18]([CH3:19])[CH3:20])[C:12]1[N:11]=[C:10]([NH:21][C:22]3[C:30]([O:31][CH3:32])=[CH:29][C:25]([C:26]([NH:47][C:46]4[CH:45]=[CH:44][C:43]([CH2:42][N:39]5[CH2:38][CH2:37][N:36]([CH3:35])[CH2:41][CH2:40]5)=[CH:49][CH:48]=4)=[O:28])=[C:24]([F:33])[CH:23]=3)[N:9]=[CH:8][C:7]2=1)#[N:2]. (6) Reactant: [C:1]([C:3]1[CH:8]=[N:7][N:6]2[CH:9]=[C:10]([NH:13]C(=O)OCC3C=CC=CC=3)[C:11]([CH3:12])=[C:5]2[C:4]=1[NH:24][C:25]1[CH:30]=[CH:29][C:28]([O:31][C:32]2[CH:37]=[CH:36][CH:35]=[CH:34][CH:33]=2)=[CH:27][CH:26]=1)#[N:2].Cl. Product: [NH2:13][C:10]1[C:11]([CH3:12])=[C:5]2[C:4]([NH:24][C:25]3[CH:26]=[CH:27][C:28]([O:31][C:32]4[CH:37]=[CH:36][CH:35]=[CH:34][CH:33]=4)=[CH:29][CH:30]=3)=[C:3]([C:1]#[N:2])[CH:8]=[N:7][N:6]2[CH:9]=1. The catalyst class is: 19. (7) The catalyst class is: 28. Reactant: [CH3:1][N:2]([CH:4]=O)[CH3:3].CS(C1[N:15]=[C:14]([C:16]2[CH:21]=[CH:20][C:19]([Cl:22])=[CH:18][C:17]=2[Cl:23])[C:13]([C:24]2[CH:29]=[CH:28][C:27]([Cl:30])=[CH:26][CH:25]=2)=[CH:12][N:11]=1)(=O)=O.CNC. Product: [CH3:1][N:2]([C:4]1[N:15]=[C:14]([C:16]2[CH:21]=[CH:20][C:19]([Cl:22])=[CH:18][C:17]=2[Cl:23])[C:13]([C:24]2[CH:25]=[CH:26][C:27]([Cl:30])=[CH:28][CH:29]=2)=[CH:12][N:11]=1)[CH3:3]. (8) Reactant: [CH2:1]([O:3][C:4]([C:6]1[CH:7]=[C:8]2[C:13](=[CH:14][CH:15]=1)[NH:12][CH:11]([C:16]1[CH:21]=[CH:20][CH:19]=[C:18]([NH:22][C:23]([C:26]([OH:28])=O)([CH3:25])[CH3:24])[CH:17]=1)[C:10]([CH3:30])([CH3:29])[CH2:9]2)=[O:5])[CH3:2].Cl.[CH3:32][NH:33][CH3:34].CN(C(ON1N=NC2C=CC=NC1=2)=[N+](C)C)C.F[P-](F)(F)(F)(F)F.C(N(CC)CC)C. Product: [CH2:1]([O:3][C:4]([C:6]1[CH:7]=[C:8]2[C:13](=[CH:14][CH:15]=1)[NH:12][CH:11]([C:16]1[CH:21]=[CH:20][CH:19]=[C:18]([NH:22][C:23]([C:26](=[O:28])[N:33]([CH3:34])[CH3:32])([CH3:24])[CH3:25])[CH:17]=1)[C:10]([CH3:30])([CH3:29])[CH2:9]2)=[O:5])[CH3:2]. The catalyst class is: 4.